This data is from Forward reaction prediction with 1.9M reactions from USPTO patents (1976-2016). The task is: Predict the product of the given reaction. Given the reactants [CH3:1][O:2][C:3]1[CH:11]=[C:10]2[C:6]([CH:7]=[C:8]([C:12]3[CH:17]=[CH:16][CH:15]=[CH:14][CH:13]=3)[NH:9]2)=[CH:5][CH:4]=1.[Br:18][C:19]1[N:24]=[C:23]([CH:25]=[O:26])[CH:22]=[CH:21][CH:20]=1.C1CCN2C(=NCCC2)CC1, predict the reaction product. The product is: [Br:18][C:19]1[N:24]=[C:23]([CH:25]([C:7]2[C:6]3[C:10](=[CH:11][C:3]([O:2][CH3:1])=[CH:4][CH:5]=3)[NH:9][C:8]=2[C:12]2[CH:13]=[CH:14][CH:15]=[CH:16][CH:17]=2)[OH:26])[CH:22]=[CH:21][CH:20]=1.